Dataset: Full USPTO retrosynthesis dataset with 1.9M reactions from patents (1976-2016). Task: Predict the reactants needed to synthesize the given product. (1) Given the product [CH3:68][C:61]1([CH3:69])[C:62]2=[CH:63][C:78]3[N:73]([C:74]4[CH:75]=[CH:9][CH:8]=[CH:7][CH:12]=4)[C:76]4[C:77]([C:79]=3[CH:66]=[C:67]2[C:47]2[C:48]1=[CH:49][CH:50]=[CH:45][CH:46]=2)=[CH:3][C:2]([C:22]1[CH:23]=[CH:24][C:25]2[N:13]([C:11]3[CH:10]=[C:9]([C:35]5[CH:40]=[CH:39][CH:38]=[CH:37][CH:36]=5)[CH:8]=[C:7]([C:1]5[CH:2]=[CH:3][CH:4]=[CH:5][CH:6]=5)[CH:12]=3)[C:14]3[C:19]([C:20]=2[CH:21]=1)=[CH:18][CH:17]=[CH:16][CH:15]=3)=[CH:1][CH:6]=4, predict the reactants needed to synthesize it. The reactants are: [C:1]1([C:7]2[CH:12]=[C:11]([N:13]3[C:25]4[CH:24]=[CH:23][C:22](B5OC(C)(C)C(C)(C)O5)=[CH:21][C:20]=4[C:19]4[C:14]3=[CH:15][CH:16]=[CH:17][CH:18]=4)[CH:10]=[C:9]([C:35]3[CH:40]=[CH:39][CH:38]=[CH:37][CH:36]=3)[CH:8]=2)[CH:6]=[CH:5][CH:4]=[CH:3][CH:2]=1.BrC1C=C2C(=CC=1)N(C1C=CC=CC=1)[C:50]1[CH:49]=[C:48]3[C:61]([CH3:69])([CH3:68])[C:62]4[C:67]([C:47]3=[CH:46][C:45]2=1)=[CH:66]C=C[CH:63]=4.[OH-].C([N+:73]([CH2:78][CH3:79])([CH2:76][CH3:77])[CH2:74][CH3:75])C. (2) Given the product [Cl:1][C:2]1[CH:3]=[CH:4][C:5]([NH:11][CH2:12][CH2:13][O:14][CH3:15])=[C:6]([CH:10]=1)[C:7]([NH:24][C:19]([CH2:22][CH3:23])([CH2:20][CH3:21])[C:17]#[CH:18])=[O:9], predict the reactants needed to synthesize it. The reactants are: [Cl:1][C:2]1[CH:3]=[CH:4][C:5]([NH:11][CH2:12][CH2:13][O:14][CH3:15])=[C:6]([CH:10]=1)[C:7]([OH:9])=O.Cl.[CH2:17]([C:19]([NH2:24])([CH2:22][CH3:23])[C:20]#[CH:21])[CH3:18].C1C=CC2N(O)N=NC=2C=1.CCN=C=NCCCN(C)C.CCN(C(C)C)C(C)C. (3) Given the product [Cl:7][C:8]1[CH:9]=[CH:10][C:11]2[S:15][C:1](=[O:4])[N:13]([CH3:14])[C:12]=2[CH:17]=1, predict the reactants needed to synthesize it. The reactants are: [C:1](=[O:4])([O-])[O-].[Cs+].[Cs+].[Cl:7][C:8]1[CH:9]=[CH:10][C:11]2[S:15][C:14](=O)[NH:13][C:12]=2[CH:17]=1.CI.